This data is from Forward reaction prediction with 1.9M reactions from USPTO patents (1976-2016). The task is: Predict the product of the given reaction. (1) The product is: [Cl:1][C:2]1[N:3]=[N:4][C:5]([N:13]2[CH2:14][CH2:15][N:10]([CH3:9])[CH2:11][CH2:12]2)=[CH:6][CH:7]=1. Given the reactants [Cl:1][C:2]1[N:3]=[N:4][C:5](Cl)=[CH:6][CH:7]=1.[CH3:9][N:10]1[CH2:15][CH2:14][NH:13][CH2:12][CH2:11]1, predict the reaction product. (2) Given the reactants Cl.[OH:2][C@H:3]1[C@@H:8]([OH:9])[C@H:7]([OH:10])[C@@H:6]([CH2:11][OH:12])[NH:5][C@@H:4]1[C:13]([NH:15][CH3:16])=[O:14].C(=O)([O-])[O-].[K+].[K+].[I-].[K+].Cl[CH2:26]/[CH:27]=[CH:28]/[C:29]1[CH:34]=[CH:33][C:32]([C:35]2[CH:40]=[CH:39][CH:38]=[CH:37][CH:36]=2)=[CH:31][CH:30]=1, predict the reaction product. The product is: [OH:2][C@H:3]1[C@@H:8]([OH:9])[C@H:7]([OH:10])[C@@H:6]([CH2:11][OH:12])[N:5]([CH2:26]/[CH:27]=[CH:28]/[C:29]2[CH:34]=[CH:33][C:32]([C:35]3[CH:40]=[CH:39][CH:38]=[CH:37][CH:36]=3)=[CH:31][CH:30]=2)[C@@H:4]1[C:13]([NH:15][CH3:16])=[O:14]. (3) Given the reactants CN(C)CCNC(=O)[O:7][C@@H:8]1[CH2:13][CH2:12][CH2:11][N:10](C2N=C3C=C(C(NC4SC=C(C(C)(C)C)N=4)=O)C=CN3C(=O)C=2/C=C/C2N=NN(CC3C=CC(OC)=CC=3)N=2)[CH2:9]1.[C:55]([C:59]1[N:60]=[C:61]([NH:64][C:65]([C:67]2[CH:87]=[CH:86][N:70]3[C:71](=[O:85])[C:72](/[CH:76]=[CH:77]/[C:78]([O:80][C:81]([CH3:84])([CH3:83])[CH3:82])=[O:79])=[C:73](O)[N:74]=[C:69]3[CH:68]=2)=[O:66])[S:62][CH:63]=1)([CH3:58])([CH3:57])[CH3:56], predict the reaction product. The product is: [C:55]([C:59]1[N:60]=[C:61]([NH:64][C:65]([C:67]2[CH:87]=[CH:86][N:70]3[C:71](=[O:85])[C:72](/[CH:76]=[CH:77]/[C:78]([O:80][C:81]([CH3:83])([CH3:84])[CH3:82])=[O:79])=[C:73]([N:10]4[CH2:11][CH2:12][CH2:13][CH:8]([OH:7])[CH2:9]4)[N:74]=[C:69]3[CH:68]=2)=[O:66])[S:62][CH:63]=1)([CH3:58])([CH3:57])[CH3:56]. (4) Given the reactants [CH3:1][N:2]1[C:7](=[O:8])[CH:6]=[CH:5][N:4]=[C:3]1[S:9][CH3:10].[Br:11]Br, predict the reaction product. The product is: [Br:11][C:6]1[C:7](=[O:8])[N:2]([CH3:1])[C:3]([S:9][CH3:10])=[N:4][CH:5]=1. (5) Given the reactants [C:1]1([C:29]2[CH:34]=[CH:33][CH:32]=[CH:31][CH:30]=2)[CH:6]=[CH:5][C:4]([NH:7][C:8]([C:10]2[CH:18]=[CH:17][C:13]([C:14](O)=[O:15])=[C:12]([NH:19][C:20](=[O:28])[CH2:21][N:22]3[CH2:27][CH2:26][O:25][CH2:24][CH2:23]3)[CH:11]=2)=[O:9])=[CH:3][CH:2]=1.[CH3:35][O:36][CH2:37][CH2:38][NH2:39].F[P-](F)(F)(F)(F)F.N1(O[P+](N2CCCC2)(N2CCCC2)N2CCCC2)C2C=CC=CC=2N=N1.C(N(C(C)C)CC)(C)C, predict the reaction product. The product is: [C:1]1([C:29]2[CH:34]=[CH:33][CH:32]=[CH:31][CH:30]=2)[CH:2]=[CH:3][C:4]([NH:7][C:8](=[O:9])[C:10]2[CH:18]=[CH:17][C:13]([C:14]([NH:39][CH2:38][CH2:37][O:36][CH3:35])=[O:15])=[C:12]([NH:19][C:20](=[O:28])[CH2:21][N:22]3[CH2:27][CH2:26][O:25][CH2:24][CH2:23]3)[CH:11]=2)=[CH:5][CH:6]=1. (6) Given the reactants [OH:1][C:2]1[CH:7]=[CH:6][C:5]([CH2:8][CH2:9][C:10]([OH:12])=O)=[CH:4][CH:3]=1.[NH2:13][C@H:14]1[CH2:19][CH2:18][C@H:17]([C:20]2[CH:25]=[CH:24][CH:23]=[CH:22][CH:21]=2)[CH2:16][CH2:15]1.C(Cl)CCl.C1C=CC2N(O)N=NC=2C=1, predict the reaction product. The product is: [OH:1][C:2]1[CH:3]=[CH:4][C:5]([CH2:8][CH2:9][C:10]([NH:13][C@H:14]2[CH2:15][CH2:16][C@H:17]([C:20]3[CH:25]=[CH:24][CH:23]=[CH:22][CH:21]=3)[CH2:18][CH2:19]2)=[O:12])=[CH:6][CH:7]=1. (7) The product is: [CH3:1][C:2]1[O:6][C:5]([C:7]2[CH:8]=[CH:9][CH:10]=[CH:11][CH:12]=2)=[N:4][C:3]=1[CH2:13][O:14][C:15]1[CH:16]=[C:17]([CH2:21][O:22][C:28]2[CH:33]=[CH:32][C:31]([CH2:34][C:35]([O:37][CH3:38])=[O:36])=[CH:30][CH:29]=2)[CH:18]=[N:19][CH:20]=1. Given the reactants [CH3:1][C:2]1[O:6][C:5]([C:7]2[CH:12]=[CH:11][CH:10]=[CH:9][CH:8]=2)=[N:4][C:3]=1[CH2:13][O:14][C:15]1[CH:16]=[C:17]([CH2:21][OH:22])[CH:18]=[N:19][CH:20]=1.S(Cl)(Cl)=O.O[C:28]1[CH:33]=[CH:32][C:31]([CH2:34][C:35]([O:37][CH3:38])=[O:36])=[CH:30][CH:29]=1.C(=O)([O-])[O-].[K+].[K+], predict the reaction product. (8) Given the reactants [CH3:1][C:2]1[O:6][C:5]([C:7]2[CH:12]=[CH:11][C:10]([CH3:13])=[CH:9][CH:8]=2)=[N:4][C:3]=1[CH2:14][O:15][C@@H:16]1[CH2:21][CH2:20][CH2:19][C@H:18]([CH:22]=O)[CH2:17]1.[NH2:24][C@H:25]([C:29]([O:31][C:32]([CH3:35])([CH3:34])[CH3:33])=[O:30])[CH:26]([CH3:28])[CH3:27].C(O[BH-](OC(=O)C)OC(=O)C)(=O)C.[Na+].[NH4+].[Cl-], predict the reaction product. The product is: [CH3:27][CH:26]([CH3:28])[C@H:25]([NH:24][CH2:22][C@H:18]1[CH2:19][CH2:20][CH2:21][C@@H:16]([O:15][CH2:14][C:3]2[N:4]=[C:5]([C:7]3[CH:8]=[CH:9][C:10]([CH3:13])=[CH:11][CH:12]=3)[O:6][C:2]=2[CH3:1])[CH2:17]1)[C:29]([O:31][C:32]([CH3:35])([CH3:34])[CH3:33])=[O:30]. (9) Given the reactants [OH:1][C@@H:2]1[CH2:26][C@H:25]2[C@:20]([CH3:61])([CH2:21][CH2:22][C@H:23]([O:27][CH2:28][CH2:29][N:30]([C:32]3[CH:37]=[CH:36][C:35]([C@H:38]4[CH2:55][C@@:53]5([CH3:54])[C@@H:49]([CH2:50][CH2:51][C@:52]5([OH:59])[C:56]#[C:57][CH3:58])[C@H:48]5[C:39]4=[C:40]4[C:45]([CH2:46][CH2:47]5)=[CH:44][C:43](=[O:60])[CH2:42][CH2:41]4)=[CH:34][CH:33]=3)[CH3:31])[CH2:24]2)[C@@H:19]2[C@@H:3]1[C@H:4]1[C@:16]([CH3:63])([C@@H:17]([OH:62])[CH2:18]2)[C@@H:7]([C@H:8]([CH3:15])[CH2:9][CH2:10][C:11]([O:13]C)=[O:12])[CH2:6][CH2:5]1.[CH3:64][S:65][CH2:66]Cl.N1C=CC=C[CH:69]=1, predict the reaction product. The product is: [CH3:69][CH:10]([CH2:9][C@H:8]([C@@H:7]1[C@:16]2([CH3:63])[C@H:4]([C@H:3]3[C@H:19]([CH2:18][C@@H:17]2[OH:62])[C@:20]2([CH3:61])[C@@H:25]([CH2:24][C@@H:23]([O:27][CH2:28][CH2:29][N:30]([C:32]4[CH:33]=[CH:34][C:35]([C@H:38]5[CH2:55][C@@:53]6([CH3:54])[C@@H:49]([CH2:50][CH2:51][C@:52]6([OH:59])[C:56]#[C:57][CH3:58])[C@H:48]6[C:39]5=[C:40]5[C:45]([CH2:46][CH2:47]6)=[CH:44][C:43](=[O:60])[CH2:42][CH2:41]5)=[CH:36][CH:37]=4)[CH3:31])[CH2:22][CH2:21]2)[CH2:26][C@H:2]3[O:1][CH2:64][S:65][CH3:66])[CH2:5][CH2:6]1)[CH3:15])[C:11]([OH:13])=[O:12]. (10) Given the reactants C[O:2][C:3]([C:5]1[N:6]=[C:7]2[C:12]([C:13]([F:16])([F:15])[F:14])=[CH:11][C:10](Br)=[CH:9][N:8]2[C:18]=1[CH2:19][C:20]([O:22]C)=[O:21])=[O:4].[O:24]1[CH:28]=[CH:27][C:26](B(O)O)=[CH:25]1, predict the reaction product. The product is: [C:20]([CH2:19][C:18]1[N:8]2[CH:9]=[C:10]([C:26]3[CH:27]=[CH:28][O:24][CH:25]=3)[CH:11]=[C:12]([C:13]([F:16])([F:14])[F:15])[C:7]2=[N:6][C:5]=1[C:3]([OH:2])=[O:4])([OH:22])=[O:21].